Dataset: Reaction yield outcomes from USPTO patents with 853,638 reactions. Task: Predict the reaction yield, written as a fraction of the theoretical maximum amount of product (1.0 means a 100% yield; for example, 0.34 means a 34% yield). (1) The reactants are [CH:1]1[C:14]2[C:5](=[CH:6][C:7]3[C:12]([C:13]=2[CH2:15][N:16]([CH2:25][CH3:26])[CH2:17][CH2:18][CH2:19]OS(C)(=O)=O)=[CH:11][CH:10]=[CH:9][CH:8]=3)[CH:4]=[CH:3][CH:2]=1.[NH2:27][CH2:28][CH2:29][CH2:30][OH:31]. The product is [CH:11]1[C:12]2[C:7](=[CH:6][C:5]3[C:14]([C:13]=2[CH2:15][N:16]([CH2:25][CH3:26])[CH2:17][CH2:18][CH2:19][NH:27][CH2:28][CH2:29][CH2:30][OH:31])=[CH:1][CH:2]=[CH:3][CH:4]=3)[CH:8]=[CH:9][CH:10]=1. The yield is 0.650. The catalyst is C(#N)C. (2) The reactants are [Cl:1][C:2]1[C:7]([C:8]#[N:9])=[CH:6][N:5]=[C:4]2[CH:10]=[C:11]([C:13]3[CH:18]=[CH:17][C:16]([CH:19]=O)=[CH:15][CH:14]=3)[S:12][C:3]=12.[CH3:21][NH:22][CH3:23].CN(C)C=O.C(O[BH-](OC(=O)C)OC(=O)C)(=O)C.[Na+]. The catalyst is O1CCCC1.ClCCl.C(O)(=O)C. The product is [Cl:1][C:2]1[C:7]([C:8]#[N:9])=[CH:6][N:5]=[C:4]2[CH:10]=[C:11]([C:13]3[CH:18]=[CH:17][C:16]([CH2:19][N:22]([CH3:23])[CH3:21])=[CH:15][CH:14]=3)[S:12][C:3]=12. The yield is 0.650. (3) The reactants are [NH:1]([C:59]([O:61][C:62]([CH3:65])([CH3:64])[CH3:63])=[O:60])[C@H:2]([C:4]([NH:6][C@H:7]([C:18]([N:20]1[CH2:58][CH2:57][CH2:56][C@H:21]1[C:22]([NH:24][C@H:25]([C:27]([NH:29][C@H:30]([C:46]([O:48]CC1C=CC=CC=1)=[O:47])[CH2:31][CH2:32][CH2:33][CH2:34][NH:35][C:36]([O:38][CH2:39][C:40]1[CH:45]=[CH:44][CH:43]=[CH:42][CH:41]=1)=[O:37])=[O:28])[CH3:26])=[O:23])=[O:19])[CH2:8][CH2:9][CH2:10][NH:11][C:12](=[NH:17])[NH:13][N+:14]([O-:16])=[O:15])=[O:5])[CH3:3].Cl. The catalyst is CO.[OH-].[Na+]. The product is [NH:1]([C:59]([O:61][C:62]([CH3:64])([CH3:63])[CH3:65])=[O:60])[C@H:2]([C:4]([NH:6][C@H:7]([C:18]([N:20]1[CH2:58][CH2:57][CH2:56][C@H:21]1[C:22]([NH:24][C@H:25]([C:27]([NH:29][C@H:30]([C:46]([OH:48])=[O:47])[CH2:31][CH2:32][CH2:33][CH2:34][NH:35][C:36]([O:38][CH2:39][C:40]1[CH:45]=[CH:44][CH:43]=[CH:42][CH:41]=1)=[O:37])=[O:28])[CH3:26])=[O:23])=[O:19])[CH2:8][CH2:9][CH2:10][NH:11][C:12](=[NH:17])[NH:13][N+:14]([O-:16])=[O:15])=[O:5])[CH3:3]. The yield is 0.800. (4) The reactants are [C:1]([O:5][CH:6]([C:11]1[C:12]([CH3:28])=[N:13][C:14]2[N:15]([N:18]=[C:19]([C:21]3[CH:26]=[CH:25][CH:24]=[C:23]([Cl:27])[CH:22]=3)[CH:20]=2)[C:16]=1Cl)[C:7]([O:9][CH3:10])=[O:8])([CH3:4])([CH3:3])[CH3:2].[F:29][C:30]1[CH:31]=[C:32](B2OC(C)(C)C(C)(C)O2)[C:33]([CH3:40])=[C:34]2[C:39]=1[O:38][CH2:37][CH2:36][CH2:35]2.C([O-])([O-])=O.[K+].[K+]. The catalyst is C1C=CC([P]([Pd]([P](C2C=CC=CC=2)(C2C=CC=CC=2)C2C=CC=CC=2)([P](C2C=CC=CC=2)(C2C=CC=CC=2)C2C=CC=CC=2)[P](C2C=CC=CC=2)(C2C=CC=CC=2)C2C=CC=CC=2)(C2C=CC=CC=2)C2C=CC=CC=2)=CC=1.CN(C=O)C. The product is [C:1]([O:5][CH:6]([C:11]1[C:12]([CH3:28])=[N:13][C:14]2[N:15]([N:18]=[C:19]([C:21]3[CH:26]=[CH:25][CH:24]=[C:23]([Cl:27])[CH:22]=3)[CH:20]=2)[C:16]=1[C:32]1[C:33]([CH3:40])=[C:34]2[C:39](=[C:30]([F:29])[CH:31]=1)[O:38][CH2:37][CH2:36][CH2:35]2)[C:7]([O:9][CH3:10])=[O:8])([CH3:3])([CH3:4])[CH3:2]. The yield is 0.489. (5) The reactants are [Br:1][CH2:2][CH2:3][O:4][CH3:5].C1(C)C=CC=CC=1.[CH2:13]([P:15]([CH2:18][CH3:19])[CH2:16][CH3:17])[CH3:14]. The catalyst is CCCCCC. The product is [Br-:1].[CH2:13]([P+:15]([CH2:18][CH3:19])([CH2:16][CH3:17])[CH2:2][CH2:3][O:4][CH3:5])[CH3:14]. The yield is 0.970. (6) The reactants are C(=O)([O-])[O-].[K+].[K+].[NH2:7][C:8]1[C:23]([CH3:24])=[CH:22][C:21]([Cl:25])=[CH:20][C:9]=1[C:10]([N:12]=[S:13]([CH:17]([CH3:19])[CH3:18])[CH:14]([CH3:16])[CH3:15])=[O:11].[Cl:26][C:27]1[C:28]([N:33]2[C:37]([C:38](Cl)=[O:39])=[CH:36][C:35]([C:41]([F:44])([F:43])[F:42])=[N:34]2)=[N:29][CH:30]=[CH:31][CH:32]=1. The catalyst is ClCCl. The product is [Cl:26][C:27]1[C:28]([N:33]2[C:37]([C:38]([NH:7][C:8]3[C:9]([C:10](=[O:11])[N:12]=[S:13]([CH:17]([CH3:18])[CH3:19])[CH:14]([CH3:16])[CH3:15])=[CH:20][C:21]([Cl:25])=[CH:22][C:23]=3[CH3:24])=[O:39])=[CH:36][C:35]([C:41]([F:44])([F:42])[F:43])=[N:34]2)=[N:29][CH:30]=[CH:31][CH:32]=1. The yield is 0.850.